Dataset: NCI-60 drug combinations with 297,098 pairs across 59 cell lines. Task: Regression. Given two drug SMILES strings and cell line genomic features, predict the synergy score measuring deviation from expected non-interaction effect. Drug 2: CCC1=C2CN3C(=CC4=C(C3=O)COC(=O)C4(CC)O)C2=NC5=C1C=C(C=C5)O. Drug 1: C1CCN(CC1)CCOC2=CC=C(C=C2)C(=O)C3=C(SC4=C3C=CC(=C4)O)C5=CC=C(C=C5)O. Cell line: SF-539. Synergy scores: CSS=31.5, Synergy_ZIP=0.160, Synergy_Bliss=1.00, Synergy_Loewe=-48.3, Synergy_HSA=-2.02.